From a dataset of Catalyst prediction with 721,799 reactions and 888 catalyst types from USPTO. Predict which catalyst facilitates the given reaction. (1) The catalyst class is: 45. Reactant: C(OC([N:8]1[CH2:13][CH:12]=[C:11]([C:14]2[CH:36]=[CH:35][C:17]3[C:18]4[N:22]([CH2:23][CH2:24][O:25][C:16]=3[CH:15]=2)[CH:21]=[C:20]([C:26](=[O:34])[N:27]([CH2:31][CH2:32][OH:33])[CH:28]([CH3:30])[CH3:29])[N:19]=4)[CH2:10][CH2:9]1)=O)(C)(C)C.[ClH:37]. Product: [ClH:37].[OH:33][CH2:32][CH2:31][N:27]([CH:28]([CH3:30])[CH3:29])[C:26]([C:20]1[N:19]=[C:18]2[N:22]([CH2:23][CH2:24][O:25][C:16]3[CH:15]=[C:14]([CH:11]4[CH2:12][CH2:13][NH:8][CH2:9][CH2:10]4)[CH:36]=[CH:35][C:17]=32)[CH:21]=1)=[O:34]. (2) Reactant: [C:1]1([OH:7])[CH:6]=[CH:5][CH:4]=[CH:3][CH:2]=1.C([O-])([O-])=O.[K+].[K+].[C:14]([C:18]1[N:23]=[C:22]([N:24]2[CH2:29][CH2:28][N:27]([CH2:30][CH2:31][CH2:32][CH2:33][N:34]3[CH:39]=[C:38]([CH3:40])[C:37](SC#N)=[N:36][C:35]3=[O:44])[CH2:26][CH2:25]2)[CH:21]=[C:20]([C:45]([F:48])([F:47])[F:46])[N:19]=1)([CH3:17])([CH3:16])[CH3:15]. Product: [C:14]([C:18]1[N:23]=[C:22]([N:24]2[CH2:29][CH2:28][N:27]([CH2:30][CH2:31][CH2:32][CH2:33][N:34]3[CH:39]=[C:38]([CH3:40])[C:37]([O:7][C:1]4[CH:6]=[CH:5][CH:4]=[CH:3][CH:2]=4)=[N:36][C:35]3=[O:44])[CH2:26][CH2:25]2)[CH:21]=[C:20]([C:45]([F:46])([F:48])[F:47])[N:19]=1)([CH3:15])([CH3:16])[CH3:17]. The catalyst class is: 10.